Dataset: Catalyst prediction with 721,799 reactions and 888 catalyst types from USPTO. Task: Predict which catalyst facilitates the given reaction. (1) Reactant: [F:1][C:2]1[CH:3]=[CH:4][C:5]2[C:14]([CH:15]=1)=[N:13][C:12]([O:16][C@H:17]1[CH2:51][N:20]3[C:21](=[O:50])[C@@H:22]([NH:41][C:42]([C:44]4[CH:48]=[C:47]([CH3:49])[O:46][N:45]=4)=[O:43])[CH2:23][CH2:24][CH2:25][CH2:26][CH2:27][CH:28]=[CH:29][C@@H:30]4[CH2:35][C@@:31]4([C:36]([O:38]CC)=[O:37])[NH:32][C:33](=[O:34])[C@@H:19]3[CH2:18]1)=[C:11]1[C:6]=2[CH:7]=[CH:8][CH:9]=[CH:10]1.CO.O.O.[OH-].[Li+]. Product: [F:1][C:2]1[CH:3]=[CH:4][C:5]2[C:14]([CH:15]=1)=[N:13][C:12]([O:16][C@H:17]1[CH2:51][N:20]3[C:21](=[O:50])[C@@H:22]([NH:41][C:42]([C:44]4[CH:48]=[C:47]([CH3:49])[O:46][N:45]=4)=[O:43])[CH2:23][CH2:24][CH2:25][CH2:26][CH2:27][CH:28]=[CH:29][C@@H:30]4[CH2:35][C@@:31]4([C:36]([OH:38])=[O:37])[NH:32][C:33](=[O:34])[C@@H:19]3[CH2:18]1)=[C:11]1[C:6]=2[CH:7]=[CH:8][CH:9]=[CH:10]1. The catalyst class is: 7. (2) Reactant: [Br:1][C:2]1[CH:7]=[CH:6][C:5]([NH:8][CH3:9])=[CH:4][CH:3]=1.Br[C:11]1[CH:16]=[CH:15][C:14](NC=O)=[CH:13][CH:12]=1.B(F)(F)F.C[CH2:25][O:26]CC.B.[CH2:30]1COCC1.Cl.[OH-].[Na+]. Product: [Br:1][C:2]1[CH:7]=[CH:6][C:5]([N:8]([CH2:30][C:11]2[CH:12]=[CH:13][CH:14]=[C:15]([O:26][CH3:25])[CH:16]=2)[CH3:9])=[CH:4][CH:3]=1. The catalyst class is: 1. (3) Reactant: [ClH:1].C([O:9][C:10]1[CH:11]=[C:12]2[C:17](=[CH:18][C:19]=1[O:20]CC1C=CC=CC=1)[CH:16]([CH2:28][C:29]1[CH:34]=[CH:33][C:32]([C:35]3[CH:40]=[CH:39][CH:38]=[CH:37][CH:36]=3)=[CH:31][CH:30]=1)[NH:15][CH2:14][CH2:13]2)C1C=CC=CC=1. Product: [ClH:1].[C:32]1([C:35]2[CH:40]=[CH:39][CH:38]=[CH:37][CH:36]=2)[CH:31]=[CH:30][C:29]([CH2:28][CH:16]2[C:17]3[C:12](=[CH:11][C:10]([OH:9])=[C:19]([OH:20])[CH:18]=3)[CH2:13][CH2:14][NH:15]2)=[CH:34][CH:33]=1. The catalyst class is: 209. (4) Reactant: [C:1]([CH2:3][CH:4]([N:20]1[CH:24]=[C:23]([C:25]2[C:26]3[CH:33]=[CH:32][N:31]([CH2:34][O:35][CH2:36][CH2:37][Si:38]([CH3:41])([CH3:40])[CH3:39])[C:27]=3[N:28]=[CH:29][N:30]=2)[CH:22]=[N:21]1)[CH2:5][N:6]1[CH2:12][CH2:11][CH2:10][N:9](C(OC(C)(C)C)=O)[CH2:8][CH2:7]1)#[N:2].Cl.O1CCOCC1. Product: [N:6]1([CH2:5][CH:4]([N:20]2[CH:24]=[C:23]([C:25]3[C:26]4[CH:33]=[CH:32][N:31]([CH2:34][O:35][CH2:36][CH2:37][Si:38]([CH3:39])([CH3:41])[CH3:40])[C:27]=4[N:28]=[CH:29][N:30]=3)[CH:22]=[N:21]2)[CH2:3][C:1]#[N:2])[CH2:12][CH2:11][CH2:10][NH:9][CH2:8][CH2:7]1. The catalyst class is: 2. (5) Reactant: [SH:1][C:2]1[CH:10]=[CH:9][C:5]([C:6]([OH:8])=[O:7])=[CH:4][CH:3]=1.[OH-].[K+].Cl[CH:14]([OH:16])[CH3:15]. Product: [OH:16][CH2:14][CH2:15][S:1][C:2]1[CH:10]=[CH:9][C:5]([C:6]([OH:8])=[O:7])=[CH:4][CH:3]=1. The catalyst class is: 5. (6) Reactant: [CH2:1]([O:8][C:9]([NH:11][CH2:12][CH2:13][CH2:14][CH2:15][C@H:16]([O:27][PH:28]([CH:30]([NH:34][C:35](=[O:44])[CH2:36][CH2:37][C:38]1[CH:43]=[CH:42][CH:41]=[CH:40][CH:39]=1)[CH:31]([CH3:33])[CH3:32])=[O:29])[C:17]([O:19][CH2:20][C:21]1[CH:26]=[CH:25][CH:24]=[CH:23][CH:22]=1)=[O:18])=[O:10])[C:2]1[CH:7]=[CH:6][CH:5]=[CH:4][CH:3]=1.I([O-])(=O)(=O)=[O:46].[Na+]. Product: [CH2:1]([O:8][C:9]([NH:11][CH2:12][CH2:13][CH2:14][CH2:15][C@H:16]([O:27][P:28]([CH:30]([NH:34][C:35](=[O:44])[CH2:36][CH2:37][C:38]1[CH:43]=[CH:42][CH:41]=[CH:40][CH:39]=1)[CH:31]([CH3:33])[CH3:32])([OH:46])=[O:29])[C:17]([O:19][CH2:20][C:21]1[CH:22]=[CH:23][CH:24]=[CH:25][CH:26]=1)=[O:18])=[O:10])[C:2]1[CH:3]=[CH:4][CH:5]=[CH:6][CH:7]=1. The catalyst class is: 38.